This data is from Forward reaction prediction with 1.9M reactions from USPTO patents (1976-2016). The task is: Predict the product of the given reaction. The product is: [CH:20]([C:23]1[CH:28]=[CH:27][CH:26]=[C:25]([CH:29]([CH3:30])[CH3:31])[C:24]=1[NH:32][C:33](=[O:34])[N:10]([CH2:9][C:6]1[CH:5]=[CH:4][C:3]([N:2]([CH3:19])[CH3:1])=[CH:8][CH:7]=1)[C:11]1[CH:16]=[CH:15][C:14]([CH3:17])=[CH:13][C:12]=1[CH3:18])([CH3:21])[CH3:22]. Given the reactants [CH3:1][N:2]([CH3:19])[C:3]1[CH:8]=[CH:7][C:6]([CH2:9][NH:10][C:11]2[CH:16]=[CH:15][C:14]([CH3:17])=[CH:13][C:12]=2[CH3:18])=[CH:5][CH:4]=1.[CH:20]([C:23]1[CH:28]=[CH:27][CH:26]=[C:25]([CH:29]([CH3:31])[CH3:30])[C:24]=1[N:32]=[C:33]=[O:34])([CH3:22])[CH3:21], predict the reaction product.